This data is from Forward reaction prediction with 1.9M reactions from USPTO patents (1976-2016). The task is: Predict the product of the given reaction. (1) Given the reactants [Cl:1][C:2]1[CH:3]=[C:4]([C:9]2[N:17]=[C:16]([CH3:18])[N:15]=[C:14]3[C:10]=2[N:11]=[CH:12][N:13]3[CH:19]2[CH2:24][CH2:23][CH2:22][CH2:21][O:20]2)[C:5](F)=[N:6][CH:7]=1.[O:25]1[CH2:30][CH2:29][CH2:28][CH2:27][CH:26]1[N:31]1[C:39]2[CH:38]=[CH:37][CH:36]=[C:35]([NH2:40])[C:34]=2[CH:33]=[N:32]1.[Li+].C[Si]([N-][Si](C)(C)C)(C)C, predict the reaction product. The product is: [Cl:1][C:2]1[CH:3]=[C:4]([C:9]2[N:17]=[C:16]([CH3:18])[N:15]=[C:14]3[C:10]=2[N:11]=[CH:12][N:13]3[CH:19]2[CH2:24][CH2:23][CH2:22][CH2:21][O:20]2)[C:5]([NH:40][C:35]2[C:34]3[CH:33]=[N:32][N:31]([CH:26]4[CH2:27][CH2:28][CH2:29][CH2:30][O:25]4)[C:39]=3[CH:38]=[CH:37][CH:36]=2)=[N:6][CH:7]=1. (2) Given the reactants [CH2:1]([O:8][C:9]1[CH:10]=[CH:11][C:12]([C@@H:20]([O:23][Si:24]([C:27]([CH3:30])([CH3:29])[CH3:28])([CH3:26])[CH3:25])[CH2:21]Br)=[C:13]2[C:18]=1[NH:17][C:16](=[O:19])[CH:15]=[CH:14]2)[C:2]1[CH:7]=[CH:6][CH:5]=[CH:4][CH:3]=1.[F:31][C:32]([F:48])([C:42]1[CH:47]=[CH:46][CH:45]=[CH:44][CH:43]=1)[CH2:33][O:34][CH2:35][CH2:36][CH2:37][CH2:38][CH2:39][CH2:40][NH2:41].C(=O)(O)[O-].[Na+].[I-].[Na+], predict the reaction product. The product is: [CH2:1]([O:8][C:9]1[CH:10]=[CH:11][C:12]([C@@H:20]([O:23][Si:24]([C:27]([CH3:30])([CH3:29])[CH3:28])([CH3:26])[CH3:25])[CH2:21][NH:41][CH2:40][CH2:39][CH2:38][CH2:37][CH2:36][CH2:35][O:34][CH2:33][C:32]([F:31])([F:48])[C:42]2[CH:43]=[CH:44][CH:45]=[CH:46][CH:47]=2)=[C:13]2[C:18]=1[NH:17][C:16](=[O:19])[CH:15]=[CH:14]2)[C:2]1[CH:7]=[CH:6][CH:5]=[CH:4][CH:3]=1. (3) Given the reactants [O:1]=[C:2]1[C:7]([C:8]2[CH:13]=[CH:12][C:11]([NH:14][C:15]([NH:17][C:18]3[CH:23]=[CH:22][CH:21]=[CH:20][C:19]=3[CH3:24])=[O:16])=[CH:10][CH:9]=2)=[CH:6][CH:5]=[N:4][NH:3]1.NC1C=CC(C2C(=O)NN=CC=2)=CC=1.C(=O)([O-])[O-].[Cs+].[Cs+].[CH3:45][O:46][C:47](=[O:64])[CH2:48][C@H:49]([C:52]1[CH:57]=[CH:56][C:55]([CH2:58]OS(C)(=O)=O)=[CH:54][CH:53]=1)[CH2:50][CH3:51], predict the reaction product. The product is: [CH3:45][O:46][C:47](=[O:64])[CH2:48][C@H:49]([C:52]1[CH:53]=[CH:54][C:55]([CH2:58][N:3]2[C:2](=[O:1])[C:7]([C:8]3[CH:9]=[CH:10][C:11]([NH:14][C:15]([NH:17][C:18]4[CH:23]=[CH:22][CH:21]=[CH:20][C:19]=4[CH3:24])=[O:16])=[CH:12][CH:13]=3)=[CH:6][CH:5]=[N:4]2)=[CH:56][CH:57]=1)[CH2:50][CH3:51]. (4) Given the reactants [Cl:1][C:2]1[C:3](=[O:29])[N:4]([CH2:19][C:20]2[CH:21]=[C:22]3[C:26](=[CH:27][CH:28]=2)[NH:25][CH:24]=[CH:23]3)[C:5]([CH3:18])=[CH:6][C:7]=1[O:8][CH2:9][C:10]1[CH:15]=[CH:14][C:13]([F:16])=[CH:12][C:11]=1[F:17].[BH3-]C#N.[Na+].O, predict the reaction product. The product is: [Cl:1][C:2]1[C:3](=[O:29])[N:4]([CH2:19][C:20]2[CH:21]=[C:22]3[C:26](=[CH:27][CH:28]=2)[NH:25][CH2:24][CH2:23]3)[C:5]([CH3:18])=[CH:6][C:7]=1[O:8][CH2:9][C:10]1[CH:15]=[CH:14][C:13]([F:16])=[CH:12][C:11]=1[F:17]. (5) Given the reactants P(Cl)(Cl)(Cl)=O.[O:6]=[C:7]1[CH2:27][CH2:26][C:10]2([CH2:15][CH2:14][N:13]([C:16]([O:18][CH2:19][C:20]3[CH:25]=[CH:24][CH:23]=[CH:22][CH:21]=3)=[O:17])[CH2:12][CH2:11]2)[CH2:9][CH2:8]1.[Cl:28][CH2:29]Cl, predict the reaction product. The product is: [Cl:28][C:29]1[CH2:8][CH2:9][C:10]2([CH2:11][CH2:12][N:13]([C:16]([O:18][CH2:19][C:20]3[CH:25]=[CH:24][CH:23]=[CH:22][CH:21]=3)=[O:17])[CH2:14][CH2:15]2)[CH2:26][C:27]=1[CH:7]=[O:6]. (6) Given the reactants C1C=CC(P(C2C=CC=CC=2)C2C=CC=CC=2)=CC=1.[Cl:20][C:21]1[CH:22]=[CH:23][C:24]([OH:27])=[N:25][CH:26]=1.C1C=CC(COC(/N=N/C(OCC2C=CC=CC=2)=O)=O)=CC=1.[CH2:50]([N:57]1[CH2:61][CH:60]([C:62]2[CH:67]=[CH:66][C:65]([Cl:68])=[C:64]([Cl:69])[CH:63]=2)[CH:59]([CH:70](O)[CH3:71])[CH2:58]1)[C:51]1[CH:56]=[CH:55][CH:54]=[CH:53][CH:52]=1, predict the reaction product. The product is: [CH2:50]([N:57]1[CH2:61][CH:60]([C:62]2[CH:67]=[CH:66][C:65]([Cl:68])=[C:64]([Cl:69])[CH:63]=2)[CH:59]([CH:70]([O:27][C:24]2[CH:23]=[CH:22][C:21]([Cl:20])=[CH:26][N:25]=2)[CH3:71])[CH2:58]1)[C:51]1[CH:52]=[CH:53][CH:54]=[CH:55][CH:56]=1. (7) Given the reactants [CH3:1][C:2]([CH3:4])=O.[NH2:5][N:6]1[C:15](=[O:16])[C:14]2[CH2:13][C:12]3([O:20][CH2:19][CH2:18][O:17]3)[CH2:11][CH2:10][C:9]=2[N:8]=[C:7]1[CH2:21][CH2:22][CH2:23][CH2:24][N:25]1[CH2:30][CH2:29][N:28]([C:31]2[CH:40]=[CH:39][C:38]3[C:33](=[CH:34][CH:35]=[CH:36][CH:37]=3)[N:32]=2)[CH2:27][CH2:26]1.C1(C)C=CC(S([O-])(=O)=O)=CC=1.[NH+]1C=CC=CC=1, predict the reaction product. The product is: [CH2:19]1[CH2:18][O:17][C:12]2([CH2:11][CH2:10][C:9]3[N:8]=[C:7]([CH2:21][CH2:22][CH2:23][CH2:24][N:25]4[CH2:26][CH2:27][N:28]([C:31]5[CH:40]=[CH:39][C:38]6[C:33](=[CH:34][CH:35]=[CH:36][CH:37]=6)[N:32]=5)[CH2:29][CH2:30]4)[N:6]([N:5]=[C:2]([CH3:4])[CH3:1])[C:15](=[O:16])[C:14]=3[CH2:13]2)[O:20]1.